Dataset: Forward reaction prediction with 1.9M reactions from USPTO patents (1976-2016). Task: Predict the product of the given reaction. (1) Given the reactants [P:1](=[O:5])([OH:4])([OH:3])[OH:2].[OH-].[Mg+2:7].[OH-], predict the reaction product. The product is: [P:1]([O-:5])([O-:4])([O-:3])=[O:2].[Mg+2:7].[P:1]([O-:5])([O-:4])([O-:3])=[O:2].[Mg+2:7].[Mg+2:7]. (2) Given the reactants Cl.[C:2]([CH:10]1[O:15][CH2:14][CH2:13][NH:12][CH2:11]1)(=[O:9])[C:3]1[CH:8]=[CH:7][CH:6]=[CH:5][CH:4]=1.Cl[C:17]1[N:22]([CH3:23])[C:21](=[O:24])[CH:20]=[C:19]([C:25]2[CH:30]=[CH:29][N:28]=[CH:27][CH:26]=2)[N:18]=1.C(N(CC)CC)C, predict the reaction product. The product is: [C:2]([CH:10]1[O:15][CH2:14][CH2:13][N:12]([C:17]2[N:22]([CH3:23])[C:21](=[O:24])[CH:20]=[C:19]([C:25]3[CH:26]=[CH:27][N:28]=[CH:29][CH:30]=3)[N:18]=2)[CH2:11]1)(=[O:9])[C:3]1[CH:4]=[CH:5][CH:6]=[CH:7][CH:8]=1. (3) Given the reactants [NH2:1][C:2]1[C:10](C)=[C:9]([O:12][CH2:13][C:14]2[CH:19]=[CH:18][CH:17]=[CH:16][CH:15]=2)[C:8]([O:20][CH3:21])=[CH:7][C:3]=1[C:4]([O-:6])=[O:5].[CH3:22][N:23]([CH:25](OC)OC)[CH3:24].[CH:30](O)(C)C, predict the reaction product. The product is: [CH2:13]([O:12][C:9]1[C:8]([O:20][CH3:21])=[CH:7][C:3]([C:4]([O:6][CH3:30])=[O:5])=[C:2](/[N:1]=[CH:22]/[N:23]([CH3:25])[CH3:24])[CH:10]=1)[C:14]1[CH:19]=[CH:18][CH:17]=[CH:16][CH:15]=1. (4) Given the reactants [OH:1][C:2]1[C:10]2[CH:9]=[C:8]([C:11]3[S:12][C:13]([CH3:16])=[N:14][N:15]=3)[O:7][C:6]=2[CH:5]=[CH:4][CH:3]=1.S(C1C=CC([N+]([O-])=O)=CC=1)(O[CH2:21][C@H:22]1[O:24][CH2:23]1)(=O)=O.C(=O)([O-])[O-].[K+].[K+], predict the reaction product. The product is: [CH2:21]([O:1][C:2]1[C:10]2[CH:9]=[C:8]([C:11]3[S:12][C:13]([CH3:16])=[N:14][N:15]=3)[O:7][C:6]=2[CH:5]=[CH:4][CH:3]=1)[C@H:22]1[O:24][CH2:23]1. (5) Given the reactants Br[C:2]1[C:22]([O:23][CH3:24])=[CH:21][C:5]2[N:6]([CH3:20])[C:7](=[O:19])[CH2:8][N:9]=[C:10]([C:11]3[CH:12]=[C:13]([CH:16]=[CH:17][CH:18]=3)[C:14]#[N:15])[C:4]=2[CH:3]=1.C1(B(O)O)C=CC=CC=1.[Cl:34][C:35]1[CH:40]=[CH:39][C:38](B(O)O)=[CH:37][CH:36]=1, predict the reaction product. The product is: [Cl:34][C:35]1[CH:40]=[CH:39][C:38]([C:2]2[C:22]([O:23][CH3:24])=[CH:21][C:5]3[N:6]([CH3:20])[C:7](=[O:19])[CH2:8][N:9]=[C:10]([C:11]4[CH:12]=[C:13]([CH:16]=[CH:17][CH:18]=4)[C:14]#[N:15])[C:4]=3[CH:3]=2)=[CH:37][CH:36]=1. (6) Given the reactants [Cl:1][C:2]1[C:7]([C:8]#[N:9])=[C:6](Cl)[N:5]=[CH:4][N:3]=1.[NH3:11], predict the reaction product. The product is: [NH2:11][C:6]1[C:7]([C:8]#[N:9])=[C:2]([Cl:1])[N:3]=[CH:4][N:5]=1. (7) Given the reactants [F:1][C:2]1[CH:3]=[CH:4][C:5]([C:8]([C:10]2[N:19]=[C:18]([NH:20][C:21]3[CH:25]=[C:24]([CH3:26])[NH:23][N:22]=3)[C:17]3[C:12](=[CH:13][CH:14]=[CH:15][CH:16]=3)[N:11]=2)=O)=[N:6][CH:7]=1.[CH:27]1([NH2:30])[CH2:29][CH2:28]1.[BH4-].[Na+].CO, predict the reaction product. The product is: [CH:27]1([NH:30][CH:8]([C:5]2[CH:4]=[CH:3][C:2]([F:1])=[CH:7][N:6]=2)[C:10]2[N:19]=[C:18]([NH:20][C:21]3[CH:25]=[C:24]([CH3:26])[NH:23][N:22]=3)[C:17]3[C:12](=[CH:13][CH:14]=[CH:15][CH:16]=3)[N:11]=2)[CH2:29][CH2:28]1.